The task is: Binary Classification. Given a T-cell receptor sequence (or CDR3 region) and an epitope sequence, predict whether binding occurs between them.. This data is from TCR-epitope binding with 47,182 pairs between 192 epitopes and 23,139 TCRs. The epitope is PROT_97E67BCC. Result: 1 (the TCR binds to the epitope). The TCR CDR3 sequence is CASSELASGDEQFF.